From a dataset of Full USPTO retrosynthesis dataset with 1.9M reactions from patents (1976-2016). Predict the reactants needed to synthesize the given product. (1) Given the product [CH3:1][N:2]([CH3:16])[CH2:3][CH2:4][O:5][C:6]1[CH:13]=[CH:12][C:9]([C:10]#[N:11])=[C:8]([S:28]([CH3:17])(=[O:31])=[O:29])[CH:7]=1, predict the reactants needed to synthesize it. The reactants are: [CH3:1][N:2]([CH3:16])[CH2:3][CH2:4][O:5][C:6]1[CH:13]=[CH:12][C:9]([C:10]#[N:11])=[C:8](SC)[CH:7]=1.[CH:17]1C=C(Cl)C=C(C(OO)=O)C=1.[S:28]([O-:31])([O-])=[O:29].[Na+].[Na+].C(=O)([O-])[O-].[Na+].[Na+]. (2) Given the product [CH:3]1[C:12]2[C:7](=[CH:8][CH:9]=[CH:10][CH:11]=2)[CH:6]=[CH:5][C:4]=1[O:13][CH2:15][CH2:16][O:17][C:18]1[CH:25]=[CH:24][C:21]([CH:22]=[O:23])=[CH:20][CH:19]=1, predict the reactants needed to synthesize it. The reactants are: [OH-].[K+].[CH:3]1[C:12]2[C:7](=[CH:8][CH:9]=[CH:10][CH:11]=2)[CH:6]=[CH:5][C:4]=1[OH:13].Br[CH2:15][CH2:16][O:17][C:18]1[CH:25]=[CH:24][C:21]([CH:22]=[O:23])=[CH:20][CH:19]=1.